This data is from Full USPTO retrosynthesis dataset with 1.9M reactions from patents (1976-2016). The task is: Predict the reactants needed to synthesize the given product. (1) Given the product [CH:10]1([CH2:13][NH:14][C:2]2[CH:7]=[CH:6][C:5]([C:8]#[N:9])=[CH:4][N:3]=2)[CH2:12][CH2:11]1, predict the reactants needed to synthesize it. The reactants are: Br[C:2]1[CH:7]=[CH:6][C:5]([C:8]#[N:9])=[CH:4][N:3]=1.[CH:10]1([CH2:13][NH2:14])[CH2:12][CH2:11]1. (2) Given the product [C:33]1([CH2:39][CH2:40][N:41]2[C:7](=[O:9])[C:6]3[CH:5]=[C:4]([CH2:11][CH2:12][CH3:13])[S:3][C:2]=3[NH:1][C:18]2=[O:24])[CH:38]=[CH:37][CH:36]=[CH:35][CH:34]=1, predict the reactants needed to synthesize it. The reactants are: [NH2:1][C:2]1[S:3][C:4]([CH2:11][CH2:12][CH3:13])=[CH:5][C:6]=1[C:7]([O:9]C)=O.ClC(Cl)(O[C:18](=[O:24])OC(Cl)(Cl)Cl)Cl.C(N(CC)CC)C.[C:33]1([CH2:39][CH2:40][NH2:41])[CH:38]=[CH:37][CH:36]=[CH:35][CH:34]=1. (3) Given the product [Cl:15][C:9]1[CH:10]=[CH:11][CH:12]=[C:13]2[C:8]=1[O:7][C:6](=[O:16])[C:5]([C:3]1[N:28]=[C:26]([NH:25][C:20]3[CH:19]=[C:18]([CH3:17])[CH:23]=[C:22]([CH3:24])[CH:21]=3)[S:27][CH:2]=1)=[CH:14]2, predict the reactants needed to synthesize it. The reactants are: Br[CH2:2][C:3]([C:5]1[C:6](=[O:16])[O:7][C:8]2[C:13]([CH:14]=1)=[CH:12][CH:11]=[CH:10][C:9]=2[Cl:15])=O.[CH3:17][C:18]1[CH:19]=[C:20]([NH:25][C:26]([NH2:28])=[S:27])[CH:21]=[C:22]([CH3:24])[CH:23]=1. (4) The reactants are: N(S([O-])(=O)=O)(S([O-])(=O)=O)[O].[K+].[K+].P([O-])([O-])([O-])=[O:14].[Na+].[Na+].[Na+].[CH3:21][C:22]1[CH:23]=[CH:24][CH:25]=[C:26]2[C:30]=1[NH:29][CH2:28][CH2:27]2. Given the product [CH3:21][C:22]1[CH:23]=[C:24]([OH:14])[CH:25]=[C:26]2[C:30]=1[NH:29][CH:28]=[CH:27]2, predict the reactants needed to synthesize it. (5) Given the product [CH2:1]([O:3][C:4](=[O:21])[CH:5]([O:18][CH2:19][CH3:20])[CH2:6][C:7]1[C:16]2[CH2:15][CH2:14][CH2:13][CH2:12][C:11]=2[C:10]([O:17][CH2:40][CH2:41][C:42]2[N:43]=[C:44]([C:48]3[CH:53]=[CH:52][C:51]([F:54])=[CH:50][C:49]=3[O:55][CH2:56][CH3:57])[O:45][C:46]=2[CH3:47])=[CH:9][CH:8]=1)[CH3:2], predict the reactants needed to synthesize it. The reactants are: [CH2:1]([O:3][C:4](=[O:21])[CH:5]([O:18][CH2:19][CH3:20])[CH2:6][C:7]1[C:16]2[CH2:15][CH2:14][CH2:13][CH2:12][C:11]=2[C:10]([OH:17])=[CH:9][CH:8]=1)[CH3:2].C(OC(CC1C2SC=CC=2C(O[CH2:40][CH2:41][C:42]2[N:43]=[C:44]([C:48]3[CH:53]=[CH:52][C:51]([F:54])=[CH:50][C:49]=3[O:55][CH2:56][CH3:57])[O:45][C:46]=2[CH3:47])=CC=1)C(O)=O)C.C1(P(C2C=CC=CC=2)C2C=CC=CC=2)C=CC=CC=1.N(C(OCC)=O)=NC(OCC)=O. (6) Given the product [C:1]([O:5][C:6](=[O:12])[N:7]([CH2:9][CH2:10][CH2:11][S:13][CH2:14][CH2:15][OH:16])[CH3:8])([CH3:4])([CH3:3])[CH3:2], predict the reactants needed to synthesize it. The reactants are: [C:1]([O:5][C:6](=[O:12])[N:7]([CH2:9][CH:10]=[CH2:11])[CH3:8])([CH3:4])([CH3:3])[CH3:2].[SH:13][CH2:14][CH2:15][OH:16]. (7) Given the product [C:1]([O:5][C:6]([N:8]([CH3:26])[C@H:9]([C:23]([NH:85][C@H:84]([C:83]([N:82]([C@@H:78]([CH:79]([CH3:80])[CH3:81])/[CH:77]=[C:71](\[CH3:70])/[C:72]([O:74][CH2:75][CH3:76])=[O:73])[CH3:91])=[O:90])[C:86]([CH3:88])([CH3:89])[CH3:87])=[O:24])[C:10]([CH3:21])([CH3:22])[C:11]1[CH:16]=[CH:15][C:14]([O:17][CH3:18])=[CH:13][C:12]=1[O:19][CH3:20])=[O:7])([CH3:4])([CH3:2])[CH3:3], predict the reactants needed to synthesize it. The reactants are: [C:1]([O:5][C:6]([N:8]([CH3:26])[C@H:9]([C:23](O)=[O:24])[C:10]([CH3:22])([CH3:21])[C:11]1[CH:16]=[CH:15][C:14]([O:17][CH3:18])=[CH:13][C:12]=1[O:19][CH3:20])=[O:7])([CH3:4])([CH3:3])[CH3:2].F[P-](F)(F)(F)(F)F.N1(O[P+](N2CCCC2)(N2CCCC2)N2CCCC2)C2C=CC=CC=2N=N1.C(N(C(C)C)CC)(C)C.Cl.[CH3:70]/[C:71](=[CH:77]\[C@@H:78]([N:82]([CH3:91])[C:83](=[O:90])[C@H:84]([C:86]([CH3:89])([CH3:88])[CH3:87])[NH2:85])[CH:79]([CH3:81])[CH3:80])/[C:72]([O:74][CH2:75][CH3:76])=[O:73]. (8) Given the product [C:19]([C:16]1[CH:15]=[CH:14][C:13](/[CH:12]=[CH:11]/[C:10]([NH:9][C:4]2[CH:5]=[CH:6][C:7]([Cl:8])=[C:2]([NH:1][C:25]([NH:24][CH3:27])=[O:26])[CH:3]=2)=[O:23])=[CH:18][CH:17]=1)([CH3:20])([CH3:22])[CH3:21], predict the reactants needed to synthesize it. The reactants are: [NH2:1][C:2]1[CH:3]=[C:4]([NH:9][C:10](=[O:23])/[CH:11]=[CH:12]/[C:13]2[CH:18]=[CH:17][C:16]([C:19]([CH3:22])([CH3:21])[CH3:20])=[CH:15][CH:14]=2)[CH:5]=[CH:6][C:7]=1[Cl:8].[N:24]([CH3:27])=[C:25]=[O:26]. (9) Given the product [OH:8][C:9]1[CH:14]=[C:13]([CH2:15][CH2:16][C:17]([F:20])([F:18])[F:19])[CH:12]=[CH:11][C:10]=1[N:21]1[S:25](=[O:27])(=[O:26])[NH:24][C:23](=[O:34])[CH2:22]1, predict the reactants needed to synthesize it. The reactants are: C([O:8][C:9]1[CH:14]=[C:13]([CH2:15][CH2:16][C:17]([F:20])([F:19])[F:18])[CH:12]=[CH:11][C:10]=1[N:21]1[S:25](=[O:27])(=[O:26])[N:24](CC[Si](C)(C)C)[C:23](=[O:34])[CH2:22]1)C1C=CC=CC=1. (10) Given the product [F:18][C:15]([F:16])([F:17])[C:12]1[CH:13]=[CH:14][C:9]([C:7]2[CH:6]=[CH:5][NH:4][C:3](=[O:2])[CH:8]=2)=[N:10][CH:11]=1, predict the reactants needed to synthesize it. The reactants are: C[O:2][C:3]1[CH:8]=[C:7]([C:9]2[CH:14]=[CH:13][C:12]([C:15]([F:18])([F:17])[F:16])=[CH:11][N:10]=2)[CH:6]=[CH:5][N:4]=1.